From a dataset of Reaction yield outcomes from USPTO patents with 853,638 reactions. Predict the reaction yield, written as a fraction of the theoretical maximum amount of product (1.0 means a 100% yield; for example, 0.34 means a 34% yield). (1) The reactants are [Cl:1][C:2]1[N:10]=[C:9]2[C:5]([N:6]=[C:7]([I:17])[N:8]2C2CCCCO2)=[C:4]([N:18]2[CH2:23][CH2:22][O:21][CH2:20][CH2:19]2)[N:3]=1.C1(C)C=CC(S(O)(=O)=O)=CC=1. The catalyst is CO. The product is [Cl:1][C:2]1[N:10]=[C:9]2[C:5]([N:6]=[C:7]([I:17])[NH:8]2)=[C:4]([N:18]2[CH2:19][CH2:20][O:21][CH2:22][CH2:23]2)[N:3]=1. The yield is 0.560. (2) The reactants are [Br:1][C:2]1[CH:7]=[CH:6][C:5]([CH2:8]O)=[C:4]([CH3:10])[CH:3]=1.O=S(Cl)[Cl:13]. The catalyst is C(Cl)Cl. The product is [Br:1][C:2]1[CH:7]=[CH:6][C:5]([CH2:8][Cl:13])=[C:4]([CH3:10])[CH:3]=1. The yield is 1.00. (3) The reactants are C1C(=O)N(Br)C(=O)C1.[Cl:9][C:10]1[C:15](/[C:16](/O)=[CH:17]\[C:18]2[CH:23]=[CH:22][N:21]=[C:20]([Cl:24])[N:19]=2)=[CH:14][CH:13]=[CH:12][C:11]=1[NH:26][S:27]([C:30]1[C:35]([F:36])=[CH:34][CH:33]=[CH:32][C:31]=1[F:37])(=[O:29])=[O:28].[O:38]1[CH2:43][CH2:42][CH:41]([C:44](=[S:46])[NH2:45])[CH2:40][CH2:39]1. The catalyst is CC(N(C)C)=O.O. The product is [Cl:9][C:10]1[C:15]([C:16]2[N:45]=[C:44]([CH:41]3[CH2:42][CH2:43][O:38][CH2:39][CH2:40]3)[S:46][C:17]=2[C:18]2[CH:23]=[CH:22][N:21]=[C:20]([Cl:24])[N:19]=2)=[CH:14][CH:13]=[CH:12][C:11]=1[NH:26][S:27]([C:30]1[C:35]([F:36])=[CH:34][CH:33]=[CH:32][C:31]=1[F:37])(=[O:29])=[O:28]. The yield is 0.501. (4) The reactants are [O:1]=[C:2]1[CH2:11][CH2:10][CH2:9][C:8]2[CH:7]=[C:6](C(O)=O)[CH:5]=[CH:4][C:3]1=2.S(=O)(=O)(O)O.[CH3:20]O. No catalyst specified. The product is [CH3:20][C:7]1[C:8]2[CH2:9][CH2:10][CH2:11][C:2](=[O:1])[C:3]=2[CH:4]=[CH:5][CH:6]=1. The yield is 0.870. (5) The catalyst is CN(C)C=O. The product is [Cl:17][C:6]1[CH:7]=[N:8][C:9]2[C:14]([C:5]=1[C:2]#[N:3])=[N:13][C:12]([O:15][CH3:16])=[CH:11][CH:10]=2. The reactants are [Cu][C:2]#[N:3].Br[C:5]1[C:6]([Cl:17])=[CH:7][N:8]=[C:9]2[C:14]=1[N:13]=[C:12]([O:15][CH3:16])[CH:11]=[CH:10]2.[Cl-].[NH4+]. The yield is 0.620. (6) The reactants are [CH2:1]([NH2:4])[CH2:2][NH2:3].[C:5]([N:9]1[C:13](=[O:14])[C:12](Cl)=[C:11]([C:16]2[CH:21]=[CH:20][CH:19]=[CH:18][CH:17]=2)[S:10]1(=[O:23])=[O:22])([CH3:8])([CH3:7])[CH3:6]. The catalyst is CN(C=O)C.CCOC(C)=O. The product is [NH2:3][CH2:2][CH2:1][NH:4][C:12]1[C:13](=[O:14])[N:9]([C:5]([CH3:7])([CH3:6])[CH3:8])[S:10](=[O:23])(=[O:22])[C:11]=1[C:16]1[CH:21]=[CH:20][CH:19]=[CH:18][CH:17]=1. The yield is 0.900. (7) The product is [Cl:39][C:33]1[CH:32]=[C:31]([NH:1][C:2]2[CH:10]=[C:9]([CH3:11])[C:8]3[NH:7][C@H:6]4[CH2:19][CH2:20][NH:21][CH2:22][C@H:5]4[C:4]=3[CH:3]=2)[CH:38]=[CH:37][C:34]=1[C:35]#[N:36]. No catalyst specified. The reactants are [NH2:1][C:2]1[CH:10]=[C:9]([CH3:11])[C:8]2[N:7](C(OC(C)(C)C)=O)[C@H:6]3[CH2:19][CH2:20][N:21](C(OC(C)(C)C)=O)[CH2:22][C@H:5]3[C:4]=2[CH:3]=1.Br[C:31]1[CH:38]=[CH:37][C:34]([C:35]#[N:36])=[C:33]([Cl:39])[CH:32]=1. The yield is 0.640. (8) The reactants are [N:1]1([C:7]2[C:12]3[CH2:13][N:14](C(OC(C)(C)C)=O)[CH2:15][CH2:16][O:17][C:11]=3[CH:10]=[CH:9][CH:8]=2)[CH2:6][CH2:5][O:4][CH2:3][CH2:2]1.C(OCC)(=O)C.[ClH:31]. The catalyst is C(OCC)(=O)C. The product is [ClH:31].[ClH:31].[N:1]1([C:7]2[C:12]3[CH2:13][NH:14][CH2:15][CH2:16][O:17][C:11]=3[CH:10]=[CH:9][CH:8]=2)[CH2:6][CH2:5][O:4][CH2:3][CH2:2]1. The yield is 0.920.